This data is from Full USPTO retrosynthesis dataset with 1.9M reactions from patents (1976-2016). The task is: Predict the reactants needed to synthesize the given product. (1) The reactants are: [F:1][C:2]1[CH:7]=[C:6]([N+:8]([O-])=O)[C:5]([F:11])=[CH:4][C:3]=1[CH2:12][C:13]([O:15]CC)=[O:14].Cl[Sn]Cl.[CH3:21][CH2:22]O. Given the product [CH2:21]([CH:12]([C:3]1[CH:4]=[C:5]([F:11])[C:6]([NH2:8])=[CH:7][C:2]=1[F:1])[C:13]([OH:15])=[O:14])[CH3:22], predict the reactants needed to synthesize it. (2) Given the product [NH2:1][C:2]1[CH:3]=[CH:4][C:5]([CH:13]2[CH2:18][CH2:17][C:16]3([NH:25][C:26](=[O:27])[NH:24][C:20]3=[O:23])[CH2:15][CH2:14]2)=[C:6]2[C:10]=1[C:9](=[O:11])[N:8]([CH3:12])[CH2:7]2, predict the reactants needed to synthesize it. The reactants are: [NH2:1][C:2]1[CH:3]=[CH:4][C:5]([CH:13]2[CH2:18][CH2:17][C:16](=O)[CH2:15][CH2:14]2)=[C:6]2[C:10]=1[C:9](=[O:11])[N:8]([CH3:12])[CH2:7]2.[C:20](=[O:23])([O-])[O-].[NH4+:24].[NH4+:25].[CH3:26][OH:27].[C-]#N.[K+]. (3) The reactants are: [C:1]([CH2:3][C:4]([O:6][CH2:7][CH3:8])=[O:5])#[N:2].C([C:11](CC)(CC)[C:12]([O-:15])([O-])[O-])C.[C:20](O)(=O)[CH3:21]. Given the product [C:1]([C:3](=[C:20]([O:15][CH2:12][CH3:11])[CH3:21])[C:4]([O:6][CH2:7][CH3:8])=[O:5])#[N:2], predict the reactants needed to synthesize it. (4) Given the product [Cl:12][C:13]1[CH:14]=[C:15]([CH:64]=[CH:65][C:66]=1[O:67][CH3:68])[CH2:16][N:17]1[C:22]([CH3:23])=[CH:21][C:20]([O:24][CH2:25][C:26]2[CH:61]=[CH:60][CH:59]=[CH:58][C:27]=2[CH2:28][NH:29][C:30]([NH:32][C:33]2[N:37]([C:38]3[CH:43]=[CH:42][CH:41]=[C:40]([O:44][CH2:45][CH2:46][OH:47])[CH:39]=3)[N:36]=[C:35]([C:54]([CH3:57])([CH3:56])[CH3:55])[CH:34]=2)=[O:31])=[C:19]([Cl:62])[C:18]1=[O:63], predict the reactants needed to synthesize it. The reactants are: C1(C)C=CC(S(O)(=O)=O)=CC=1.[Cl:12][C:13]1[CH:14]=[C:15]([CH:64]=[CH:65][C:66]=1[O:67][CH3:68])[CH2:16][N:17]1[C:22]([CH3:23])=[CH:21][C:20]([O:24][CH2:25][C:26]2[CH:61]=[CH:60][CH:59]=[CH:58][C:27]=2[CH2:28][NH:29][C:30]([NH:32][C:33]2[N:37]([C:38]3[CH:43]=[CH:42][CH:41]=[C:40]([O:44][CH2:45][CH2:46][O:47]C4CCCCO4)[CH:39]=3)[N:36]=[C:35]([C:54]([CH3:57])([CH3:56])[CH3:55])[CH:34]=2)=[O:31])=[C:19]([Cl:62])[C:18]1=[O:63]. (5) Given the product [CH3:8][C@H:6]1[O:7][C@@H:2]([CH3:1])[CH2:3][N:4]([C:9]2[C:14]([CH:15]=[O:16])=[CH:13][C:12]([C:27]3[S:31][C:30]([CH3:32])=[N:29][C:28]=3[CH3:33])=[CH:11][N:10]=2)[CH2:5]1, predict the reactants needed to synthesize it. The reactants are: [CH3:1][C@@H:2]1[O:7][C@H:6]([CH3:8])[CH2:5][N:4]([C:9]2[C:14]([CH:15]=[O:16])=[CH:13][C:12](B3OC(C)(C)C(C)(C)O3)=[CH:11][N:10]=2)[CH2:3]1.Br[C:27]1[S:31][C:30]([CH3:32])=[N:29][C:28]=1[CH3:33].